From a dataset of Forward reaction prediction with 1.9M reactions from USPTO patents (1976-2016). Predict the product of the given reaction. (1) Given the reactants [F:1][C:2]1[CH:3]=[N:4][C:5]([NH:8][C:9]2[S:10][C:11]3[CH2:17][CH2:16][N:15]([CH2:18][C:19]4[CH:20]=[C:21]([CH:24]=[CH:25][CH:26]=4)[C:22]#[N:23])[C:14]4[N:27](CC5C=CC(OC)=CC=5)[N:28]=[CH:29][C:13]=4[C:12]=3[N:39]=2)=[N:6][CH:7]=1, predict the reaction product. The product is: [F:1][C:2]1[CH:3]=[N:4][C:5]([NH:8][C:9]2[S:10][C:11]3[CH2:17][CH2:16][N:15]([CH2:18][C:19]4[CH:20]=[C:21]([CH:24]=[CH:25][CH:26]=4)[C:22]#[N:23])[C:14]4[NH:27][N:28]=[CH:29][C:13]=4[C:12]=3[N:39]=2)=[N:6][CH:7]=1. (2) Given the reactants S(Cl)(Cl)=O.[Cl:5][C:6]1[CH:7]=[CH:8][C:9]2[N:15]3[C:16]([CH:19]([CH3:21])[CH3:20])=[N:17][N:18]=[C:14]3[CH:13]([CH2:22][C:23]([OH:25])=O)[O:12][CH:11]([C:26]3[CH:31]=[CH:30][CH:29]=[C:28]([O:32][CH3:33])[C:27]=3[O:34][CH3:35])[C:10]=2[CH:36]=1.C(N(CC)C(C)C)(C)C.[NH:46]1[CH2:50][CH2:49][CH2:48][C:47]1=[O:51], predict the reaction product. The product is: [Cl:5][C:6]1[CH:7]=[CH:8][C:9]2[N:15]3[C:16]([CH:19]([CH3:20])[CH3:21])=[N:17][N:18]=[C:14]3[CH:13]([CH2:22][C:23]([N:46]3[CH2:50][CH2:49][CH2:48][C:47]3=[O:51])=[O:25])[O:12][CH:11]([C:26]3[CH:31]=[CH:30][CH:29]=[C:28]([O:32][CH3:33])[C:27]=3[O:34][CH3:35])[C:10]=2[CH:36]=1. (3) The product is: [O:1]1[C:5]2[CH:6]=[CH:7][C:8]([C:10]3([C:13]([NH:28][C:29]4[CH:30]=[C:31]5[C:35](=[CH:36][CH:37]=4)[NH:34][C:33]([C:38]([O:40][CH2:41][CH3:42])=[O:39])=[CH:32]5)=[O:15])[CH2:11][CH2:12]3)=[CH:9][C:4]=2[O:3][CH2:2]1. Given the reactants [O:1]1[C:5]2[CH:6]=[CH:7][C:8]([C:10]3([C:13]([OH:15])=O)[CH2:12][CH2:11]3)=[CH:9][C:4]=2[O:3][CH2:2]1.CN(C)C=O.C(N(CC)CC)C.[NH2:28][C:29]1[CH:30]=[C:31]2[C:35](=[CH:36][CH:37]=1)[NH:34][C:33]([C:38]([O:40][CH2:41][CH3:42])=[O:39])=[CH:32]2, predict the reaction product. (4) Given the reactants [Si:1]([O:8][CH2:9][C@@H:10]([NH:14][C:15]([C:17]1[N:18]=[C:19]([N:22]2[CH2:25][CH:24]([OH:26])[CH2:23]2)[S:20][CH:21]=1)=[O:16])[CH:11]([CH3:13])[CH3:12])([C:4]([CH3:7])([CH3:6])[CH3:5])([CH3:3])[CH3:2].[CH3:27][S:28](Cl)(=[O:30])=[O:29].C(N(CC)CC)C, predict the reaction product. The product is: [Si:1]([O:8][CH2:9][C@@H:10]([NH:14][C:15]([C:17]1[N:18]=[C:19]([N:22]2[CH2:23][CH:24]([O:26][S:28]([CH3:27])(=[O:30])=[O:29])[CH2:25]2)[S:20][CH:21]=1)=[O:16])[CH:11]([CH3:13])[CH3:12])([C:4]([CH3:6])([CH3:7])[CH3:5])([CH3:2])[CH3:3]. (5) Given the reactants C(OC([N:8]1[CH2:13][CH2:12][C:11]([C:34]#[N:35])([NH:14][C:15](=[O:33])[CH:16]([NH:24][C:25]([N:27]2[CH2:32][CH2:31][O:30][CH2:29][CH2:28]2)=[O:26])[CH2:17][CH:18]2[CH2:23][CH2:22][CH2:21][CH2:20][CH2:19]2)[CH2:10][CH2:9]1)=O)(C)(C)C.[ClH:36], predict the reaction product. The product is: [ClH:36].[C:34]([C:11]1([NH:14][C:15]([CH:16]([NH:24][C:25]([N:27]2[CH2:32][CH2:31][O:30][CH2:29][CH2:28]2)=[O:26])[CH2:17][CH:18]2[CH2:19][CH2:20][CH2:21][CH2:22][CH2:23]2)=[O:33])[CH2:10][CH2:9][NH:8][CH2:13][CH2:12]1)#[N:35]. (6) Given the reactants [BH4-].[Na+].[Br:3][C:4]1[CH:5]=[N:6][C:7]([C:10](OC)=[O:11])=[N:8][CH:9]=1, predict the reaction product. The product is: [Br:3][C:4]1[CH:5]=[N:6][C:7]([CH2:10][OH:11])=[N:8][CH:9]=1.